This data is from Full USPTO retrosynthesis dataset with 1.9M reactions from patents (1976-2016). The task is: Predict the reactants needed to synthesize the given product. (1) The reactants are: Cl.[CH3:2][O:3][NH:4][CH3:5].[Cl:6][C:7]1[CH:8]=[C:9]([CH:17]([CH2:21][C@H:22]2[CH2:42][CH2:41][C:24]3([O:28][C@H:27]([C:29]4[CH:34]=[CH:33][CH:32]=[CH:31][CH:30]=4)[C@@H:26]([C:35]4[CH:40]=[CH:39][CH:38]=[CH:37][CH:36]=4)[O:25]3)[CH2:23]2)[C:18]([OH:20])=O)[CH:10]=[CH:11][C:12]=1[S:13]([CH3:16])(=[O:15])=[O:14].Cl.CN(C)CCCN=C=NCC.ON1C2C=CC=CC=2N=N1. Given the product [Cl:6][C:7]1[CH:8]=[C:9]([CH:17]([CH2:21][C@H:22]2[CH2:42][CH2:41][C:24]3([O:28][C@H:27]([C:29]4[CH:30]=[CH:31][CH:32]=[CH:33][CH:34]=4)[C@@H:26]([C:35]4[CH:40]=[CH:39][CH:38]=[CH:37][CH:36]=4)[O:25]3)[CH2:23]2)[C:18]([N:4]([O:3][CH3:2])[CH3:5])=[O:20])[CH:10]=[CH:11][C:12]=1[S:13]([CH3:16])(=[O:15])=[O:14], predict the reactants needed to synthesize it. (2) Given the product [NH2:22][C:19]1[CH:20]=[CH:21][C:16]([S:13](=[O:14])(=[O:15])[NH:12][C:11]2[C:2]([F:1])=[CH:3][C:4]3[CH2:8][O:7][B:6]([OH:9])[C:5]=3[CH:10]=2)=[C:17]([CH2:29][C:30]([NH2:35])=[O:31])[CH:18]=1, predict the reactants needed to synthesize it. The reactants are: [F:1][C:2]1[C:11]([NH:12][S:13]([C:16]2[CH:21]=[CH:20][C:19]([NH:22]C(=O)C(F)(F)F)=[CH:18][C:17]=2[CH2:29][C:30](OC)=[O:31])(=[O:15])=[O:14])=[CH:10][C:5]2[B:6]([OH:9])[O:7][CH2:8][C:4]=2[CH:3]=1.[OH-].[NH3:35].